This data is from Forward reaction prediction with 1.9M reactions from USPTO patents (1976-2016). The task is: Predict the product of the given reaction. Given the reactants Br[C:2]1[S:3][C:4]([C:16]2[CH:21]=[CH:20][N:19]=[C:18]([S:22]([CH3:25])(=[O:24])=[O:23])[N:17]=2)=[C:5]([C:7]2[CH:12]=[CH:11][CH:10]=[C:9]([N+:13]([O-:15])=[O:14])[CH:8]=2)[N:6]=1.[CH2:26]1COCC1.[Cl-].C[Zn+], predict the reaction product. The product is: [CH3:26][C:2]1[S:3][C:4]([C:16]2[CH:21]=[CH:20][N:19]=[C:18]([S:22]([CH3:25])(=[O:24])=[O:23])[N:17]=2)=[C:5]([C:7]2[CH:12]=[CH:11][CH:10]=[C:9]([N+:13]([O-:15])=[O:14])[CH:8]=2)[N:6]=1.